From a dataset of Reaction yield outcomes from USPTO patents with 853,638 reactions. Predict the reaction yield, written as a fraction of the theoretical maximum amount of product (1.0 means a 100% yield; for example, 0.34 means a 34% yield). (1) The reactants are [CH3:1][C:2]1[CH:26]=[CH:25][CH:24]=[C:23]([N+:27]([O-])=O)[C:3]=1[C:4]([N:6]([C:10](=O)[C@@H:11]([NH:14][C:15](=[O:21])[O:16][C:17]([CH3:20])([CH3:19])[CH3:18])[CH2:12][CH3:13])[CH:7]1[CH2:9][CH2:8]1)=[O:5]. The catalyst is C(O)(=O)C.[Zn]. The product is [CH3:1][C:2]1[CH:26]=[CH:25][CH:24]=[C:23]2[C:3]=1[C:4](=[O:5])[N:6]([CH:7]1[CH2:9][CH2:8]1)[C:10]([C@@H:11]([NH:14][C:15](=[O:21])[O:16][C:17]([CH3:20])([CH3:19])[CH3:18])[CH2:12][CH3:13])=[N:27]2. The yield is 0.758. (2) The reactants are C(OC([N:8]1[CH2:13][CH2:12][N:11]([C:14]2[CH:19]=[CH:18][C:17]([NH:20][C:21]3[N:22]=[C:23]([O:30][C:31]4[CH:36]=[CH:35][CH:34]=[C:33]([NH:37][C:38](=[O:41])[CH:39]=[CH2:40])[CH:32]=4)[C:24]4[S:29][CH:28]=[CH:27][C:25]=4[N:26]=3)=[CH:16][CH:15]=2)[CH2:10][CH2:9]1)=O)(C)(C)C.FC(F)(F)C(O)=O. The catalyst is ClCCl. The product is [N:11]1([C:14]2[CH:15]=[CH:16][C:17]([NH:20][C:21]3[N:22]=[C:23]([O:30][C:31]4[CH:32]=[C:33]([NH:37][C:38](=[O:41])[CH:39]=[CH2:40])[CH:34]=[CH:35][CH:36]=4)[C:24]4[S:29][CH:28]=[CH:27][C:25]=4[N:26]=3)=[CH:18][CH:19]=2)[CH2:12][CH2:13][NH:8][CH2:9][CH2:10]1. The yield is 0.720. (3) The reactants are [CH3:1][C:2]1([C:5]2[NH:6][C:7]3[C:12]([CH:13]=2)=[CH:11][C:10]([N+:14]([O-])=O)=[CH:9][CH:8]=3)[CH2:4][CH2:3]1. The catalyst is CCO.[Ni]. The product is [CH3:1][C:2]1([C:5]2[NH:6][C:7]3[C:12]([CH:13]=2)=[CH:11][C:10]([NH2:14])=[CH:9][CH:8]=3)[CH2:4][CH2:3]1. The yield is 0.280. (4) The reactants are [NH2:1][C@@H:2]([CH3:21])[CH2:3][O:4][C:5]1[CH:20]=[CH:19][C:8]([C:9]([O:11][CH2:12][C:13]2[CH:18]=[CH:17][CH:16]=[CH:15][CH:14]=2)=[O:10])=[CH:7][CH:6]=1.[N+:22]([C:25]1[CH:32]=[CH:31][CH:30]=[CH:29][C:26]=1[CH:27]=O)([O-:24])=[O:23].[BH3-]C#N.[Na+]. The yield is 0.420. The product is [N+:22]([C:25]1[CH:32]=[CH:31][CH:30]=[CH:29][C:26]=1[CH2:27][NH:1][C@@H:2]([CH3:21])[CH2:3][O:4][C:5]1[CH:20]=[CH:19][C:8]([C:9]([O:11][CH2:12][C:13]2[CH:14]=[CH:15][CH:16]=[CH:17][CH:18]=2)=[O:10])=[CH:7][CH:6]=1)([O-:24])=[O:23]. The catalyst is CO.CC(O)=O. (5) The reactants are [NH2:1][C:2]1[C:7]([C:8]2[O:12][N:11]=[C:10]([CH2:13][C:14]3[CH:19]=[CH:18][C:17]([OH:20])=[CH:16][CH:15]=3)[CH:9]=2)=[CH:6][CH:5]=[C:4]([NH2:21])[N:3]=1.[C:22]([C:24]1[CH:25]=[C:26]([CH2:30]O)[CH:27]=[CH:28][CH:29]=1)#[CH:23].C1(P(C2C=CC=CC=2)C2C=CC=CC=2)C=CC=CC=1.N(C(OCC)=O)=NC(OCC)=O. The catalyst is O1CCCC1. The product is [C:22]([C:24]1[CH:25]=[C:26]([CH:27]=[CH:28][CH:29]=1)[CH2:30][O:20][C:17]1[CH:18]=[CH:19][C:14]([CH2:13][C:10]2[CH:9]=[C:8]([C:7]3[C:2]([NH2:1])=[N:3][C:4]([NH2:21])=[CH:5][CH:6]=3)[O:12][N:11]=2)=[CH:15][CH:16]=1)#[CH:23]. The yield is 0.510. (6) The reactants are [Br:1][C:2]1[CH:3]=[C:4]([N:9]2[CH2:14][CH2:13][NH:12][CH2:11][CH2:10]2)[CH:5]=[C:6]([F:8])[CH:7]=1.C(O[C:18]1(O[Si](C)(C)C)[CH2:20][CH2:19]1)C.C(O)(=O)C. The catalyst is CO.C1COCC1.CCOC(C)=O. The product is [Br:1][C:2]1[CH:3]=[C:4]([N:9]2[CH2:14][CH2:13][N:12]([CH:18]3[CH2:20][CH2:19]3)[CH2:11][CH2:10]2)[CH:5]=[C:6]([F:8])[CH:7]=1. The yield is 1.00. (7) The reactants are [CH3:1][O:2][C:3]1[CH:8]=[CH:7][C:6]([C:9](=O)[CH2:10][NH:11][C:12]2[CH:17]=[CH:16][CH:15]=[C:14]([O:18][CH3:19])[CH:13]=2)=[CH:5][CH:4]=1.[S-:21][C:22]#[N:23].[K+].Cl.O. The product is [CH3:1][O:2][C:3]1[CH:8]=[CH:7][C:6]([C:9]2[NH:23][C:22](=[S:21])[N:11]([C:12]3[CH:17]=[CH:16][CH:15]=[C:14]([O:18][CH3:19])[CH:13]=3)[CH:10]=2)=[CH:5][CH:4]=1. The catalyst is CO. The yield is 0.160.